Dataset: Catalyst prediction with 721,799 reactions and 888 catalyst types from USPTO. Task: Predict which catalyst facilitates the given reaction. (1) Reactant: [NH2:1][C:2]1[C:7]([C:8]([NH:10][C:11]2[CH:16]=[CH:15][C:14]([O:17]C)=[C:13]([F:19])[CH:12]=2)=[O:9])=[C:6](Cl)[N:5]=[CH:4][N:3]=1.B(Br)(Br)[Br:22]. Product: [NH2:1][C:2]1[C:7]([C:8]([NH:10][C:11]2[CH:16]=[CH:15][C:14]([OH:17])=[C:13]([F:19])[CH:12]=2)=[O:9])=[C:6]([Br:22])[N:5]=[CH:4][N:3]=1. The catalyst class is: 4. (2) Product: [O:1]1[CH:5]=[CH:4][CH:3]=[C:2]1[CH:6]=[N:19][C:18]1[CH:20]=[CH:21][CH:22]=[C:16]([O:15][CH3:14])[CH:17]=1. Reactant: [O:1]1[CH:5]=[CH:4][CH:3]=[C:2]1[CH:6]=O.S([O-])([O-])(=O)=O.[Mg+2].[CH3:14][O:15][C:16]1[CH:17]=[C:18]([CH:20]=[CH:21][CH:22]=1)[NH2:19]. The catalyst class is: 8. (3) Reactant: [Cl:1][C:2]1[CH:3]=[C:4]([C:8]2[C:13]([O:14][CH:15]([F:17])[F:16])=[CH:12][CH:11]=[C:10]([CH2:18][C:19]3[CH:20]=[CH:21][C:22](F)=[N:23][CH:24]=3)[CH:9]=2)[CH:5]=[CH:6][CH:7]=1.Cl.[CH3:27][NH:28][CH2:29][C:30]([NH2:32])=[O:31].N12CCCN=C1CCCCC2. Product: [Cl:1][C:2]1[CH:3]=[C:4]([C:8]2[C:13]([O:14][CH:15]([F:16])[F:17])=[CH:12][CH:11]=[C:10]([CH2:18][C:19]3[CH:20]=[CH:21][C:22]([N:28]([CH3:27])[CH2:29][C:30]([NH2:32])=[O:31])=[N:23][CH:24]=3)[CH:9]=2)[CH:5]=[CH:6][CH:7]=1. The catalyst class is: 4. (4) Reactant: [OH-:1].[Na+].[Br:3][C:4]1[N:5]([C:25]2[C:34]3[C:29](=[CH:30][CH:31]=[CH:32][CH:33]=3)[C:28]([CH:35]3[CH2:37][CH2:36]3)=[CH:27][CH:26]=2)[C:6]([S:9][CH2:10][C:11](NC2C=CC(S(=O)(=O)N)=CC=2Cl)=[O:12])=[N:7][N:8]=1.C. Product: [Br:3][C:4]1[N:5]([C:25]2[C:34]3[C:29](=[CH:30][CH:31]=[CH:32][CH:33]=3)[C:28]([CH:35]3[CH2:37][CH2:36]3)=[CH:27][CH:26]=2)[C:6]([S:9][CH2:10][C:11]([OH:1])=[O:12])=[N:7][N:8]=1. The catalyst class is: 8. (5) Reactant: [CH3:1][C:2]1([CH3:10])[O:9][C:7](=[O:8])[CH2:6][C:4](=[O:5])[O:3]1.N1C=CC=CC=1.[C:17](Cl)(=[O:20])[CH2:18][CH3:19]. Product: [OH:20][C:17](=[C:6]1[C:7](=[O:8])[O:9][C:2]([CH3:10])([CH3:1])[O:3][C:4]1=[O:5])[CH2:18][CH3:19]. The catalyst class is: 2. (6) The catalyst class is: 2. Reactant: [OH:1][CH:2]1[CH2:5][N:4]([C:6]2[S:7][CH:8]=[C:9]([CH2:11][NH:12][C:13]([O:15][CH2:16][C:17]3[CH:22]=[CH:21][C:20]([N+:23]([O-:25])=[O:24])=[CH:19][CH:18]=3)=[O:14])[N:10]=2)[CH2:3]1.[CH3:26][S:27](Cl)(=[O:29])=[O:28].C(N(CC)CC)C. Product: [CH3:26][S:27]([O:1][CH:2]1[CH2:3][N:4]([C:6]2[S:7][CH:8]=[C:9]([CH2:11][NH:12][C:13]([O:15][CH2:16][C:17]3[CH:22]=[CH:21][C:20]([N+:23]([O-:25])=[O:24])=[CH:19][CH:18]=3)=[O:14])[N:10]=2)[CH2:5]1)(=[O:29])=[O:28]. (7) Reactant: [Si]([O:8][CH:9]1[CH2:29][CH2:28][CH2:27][C:10]21[O:14][C:13](=[O:15])[N:12]([C:16]1[CH:23]=[CH:22][C:19]([C:20]#[N:21])=[C:18]([Cl:24])[C:17]=1[CH3:25])[CH:11]2O)(C(C)(C)C)(C)C.C([SiH](CC)CC)C. Product: [Cl:24][C:18]1[C:17]([CH3:25])=[C:16]([N:12]2[CH2:11][C:10]3([CH2:27][CH2:28][CH2:29][CH:9]3[OH:8])[O:14][C:13]2=[O:15])[CH:23]=[CH:22][C:19]=1[C:20]#[N:21]. The catalyst class is: 4.